This data is from Catalyst prediction with 721,799 reactions and 888 catalyst types from USPTO. The task is: Predict which catalyst facilitates the given reaction. (1) Reactant: [C:1]([CH2:3][C:4]([O:6][CH3:7])=[O:5])#[N:2].O[CH:9]1[CH2:14]SC(O)C[S:10]1.CN(C=O)C.C(N(CC)CC)C. Product: [NH2:2][C:1]1[S:10][CH:9]=[CH:14][C:3]=1[C:4]([O:6][CH3:7])=[O:5]. The catalyst class is: 15. (2) Reactant: [N+:1]([C:4]1[CH:8]=[CH:7][NH:6][N:5]=1)([O-:3])=[O:2].[H-].[Na+].Br[CH:12]([CH3:14])[CH3:13]. The catalyst class is: 9. Product: [CH:12]([N:6]1[CH:7]=[CH:8][C:4]([N+:1]([O-:3])=[O:2])=[N:5]1)([CH3:14])[CH3:13]. (3) Reactant: Br[C:2]1[CH:28]=[CH:27][C:5]2[NH:6][C:7]([CH:9]3[CH2:26][CH2:25][C:12]4([O:16][C:15](=[O:17])[N:14]([C:18]5[CH:23]=[CH:22][CH:21]=[CH:20][C:19]=5[F:24])[CH2:13]4)[CH2:11][CH2:10]3)=[N:8][C:4]=2[CH:3]=1.P(C(C)(C)C)(C(C)(C)C)C(C)(C)C.[CH3:42][O:43][C:44]1[N:49]=[CH:48][C:47](B(O)O)=[CH:46][N:45]=1.C(=O)([O-])[O-].[Cs+].[Cs+]. Product: [F:24][C:19]1[CH:20]=[CH:21][CH:22]=[CH:23][C:18]=1[N:14]1[CH2:13][C:12]2([CH2:11][CH2:10][CH:9]([C:7]3[NH:6][C:5]4[CH:27]=[CH:28][C:2]([C:47]5[CH:46]=[N:45][C:44]([O:43][CH3:42])=[N:49][CH:48]=5)=[CH:3][C:4]=4[N:8]=3)[CH2:26][CH2:25]2)[O:16][C:15]1=[O:17]. The catalyst class is: 62.